This data is from Reaction yield outcomes from USPTO patents with 853,638 reactions. The task is: Predict the reaction yield, written as a fraction of the theoretical maximum amount of product (1.0 means a 100% yield; for example, 0.34 means a 34% yield). (1) The reactants are [O:1]([CH2:8][C:9]([OH:11])=O)[C:2]1[CH:7]=[CH:6][CH:5]=[CH:4][CH:3]=1.[NH2:12][CH2:13][CH:14]([OH:26])[CH2:15][N:16]1[CH2:25][CH2:24][C:23]2[C:18](=[CH:19][CH:20]=[CH:21][CH:22]=2)[CH2:17]1.CN(C(ON1N=NC2C=CC=NC1=2)=[N+](C)C)C.F[P-](F)(F)(F)(F)F. The catalyst is C(Cl)Cl. The product is [CH2:17]1[C:18]2[C:23](=[CH:22][CH:21]=[CH:20][CH:19]=2)[CH2:24][CH2:25][N:16]1[CH2:15][CH:14]([OH:26])[CH2:13][NH:12][C:9](=[O:11])[CH2:8][O:1][C:2]1[CH:3]=[CH:4][CH:5]=[CH:6][CH:7]=1. The yield is 0.340. (2) The reactants are [F:1][C:2]1[CH:7]=[CH:6][C:5]([C:8]2[S:12][C:11]3[CH:13]=[C:14]([O:17][CH3:18])[CH:15]=[CH:16][C:10]=3[C:9]=2[O:19][C:20]2[CH:25]=[CH:24][C:23](/[CH:26]=[CH:27]/[C:28]([O:30]C(C)(C)C)=[O:29])=[CH:22][CH:21]=2)=[C:4]([CH3:35])[CH:3]=1.O1CCOCC1. The catalyst is Cl. The product is [F:1][C:2]1[CH:7]=[CH:6][C:5]([C:8]2[S:12][C:11]3[CH:13]=[C:14]([O:17][CH3:18])[CH:15]=[CH:16][C:10]=3[C:9]=2[O:19][C:20]2[CH:25]=[CH:24][C:23](/[CH:26]=[CH:27]/[C:28]([OH:30])=[O:29])=[CH:22][CH:21]=2)=[C:4]([CH3:35])[CH:3]=1. The yield is 0.990.